Dataset: Reaction yield outcomes from USPTO patents with 853,638 reactions. Task: Predict the reaction yield, written as a fraction of the theoretical maximum amount of product (1.0 means a 100% yield; for example, 0.34 means a 34% yield). (1) The yield is 0.200. The reactants are [OH:1][B:2]1[C:6]2[CH:7]=[CH:8][C:9]([O:11][C:12]3[CH:19]=[C:18]([O:20][CH2:21][CH2:22][O:23]C4CCCCO4)[C:15]([C:16]#[N:17])=[CH:14][N:13]=3)=[CH:10][C:5]=2[CH2:4][O:3]1.Cl.CCOCC. The catalyst is CO. The product is [OH:1][B:2]1[C:6]2[CH:7]=[CH:8][C:9]([O:11][C:12]3[CH:19]=[C:18]([O:20][CH2:21][CH2:22][OH:23])[C:15]([C:16]#[N:17])=[CH:14][N:13]=3)=[CH:10][C:5]=2[CH2:4][O:3]1. (2) The reactants are [OH:1][C:2]1[C:7]([N+:8]([O-:10])=[O:9])=[CH:6][CH:5]=[CH:4][C:3]=1[NH:11][C:12]([NH:14][C:15]1[C:20]([CH3:21])=[CH:19][C:18]([CH3:22])=[CH:17][C:16]=1[CH3:23])=S. The catalyst is C(#N)C.C(OCC)(=O)C.[Hg](Cl)Cl. The product is [C:16]1([CH3:23])[CH:17]=[C:18]([CH3:22])[CH:19]=[C:20]([CH3:21])[C:15]=1[NH:14][C:12]1[O:1][C:2]2[C:7]([N+:8]([O-:10])=[O:9])=[CH:6][CH:5]=[CH:4][C:3]=2[N:11]=1. The yield is 0.900.